This data is from Reaction yield outcomes from USPTO patents with 853,638 reactions. The task is: Predict the reaction yield, written as a fraction of the theoretical maximum amount of product (1.0 means a 100% yield; for example, 0.34 means a 34% yield). The reactants are [CH3:1][C:2]1[C:3]([C:7]([O:9][CH2:10][CH3:11])=[O:8])=[N:4][NH:5][CH:6]=1.[CH3:12][O:13][C:14]1[CH:19]=[CH:18][C:17](B(O)O)=[CH:16][CH:15]=1.N1C=CC=CC=1. The catalyst is CN(C)C(=O)C.C([O-])(=O)C.[Cu+2].C([O-])(=O)C. The product is [CH3:12][O:13][C:14]1[CH:19]=[CH:18][C:17]([N:5]2[CH:6]=[C:2]([CH3:1])[C:3]([C:7]([O:9][CH2:10][CH3:11])=[O:8])=[N:4]2)=[CH:16][CH:15]=1. The yield is 0.660.